Dataset: Full USPTO retrosynthesis dataset with 1.9M reactions from patents (1976-2016). Task: Predict the reactants needed to synthesize the given product. (1) Given the product [CH2:13]([O:10][C:8]1[CH:7]=[CH:6][C:3]([C:4]#[N:5])=[C:2]([F:1])[CH:9]=1)[CH:12]=[CH2:11], predict the reactants needed to synthesize it. The reactants are: [F:1][C:2]1[CH:9]=[C:8]([OH:10])[CH:7]=[CH:6][C:3]=1[C:4]#[N:5].[CH2:11](Br)[CH:12]=[CH2:13].C([O-])([O-])=O.[K+].[K+]. (2) Given the product [Cl:48][C:49]1[N:50]=[CH:51][C:52]2[CH:57]=[C:56]([CH:58]([O:62][CH2:63][CH3:64])[O:59][CH2:60][CH3:61])[N:55]([CH2:65][C:66]3([NH:67][C:68](=[O:74])[O:69][C:70]([CH3:72])([CH3:71])[CH3:73])[CH2:22][CH2:21][CH2:5][CH2:4]3)[C:53]=2[N:54]=1, predict the reactants needed to synthesize it. The reactants are: ClC1N=C(NC(C)(C)CNC(=O)OC(C)(C)C)[C:5]([C:21]#[C:22]C(OCC)OCC)=[CH:4]N=1.CCCC[N+](CCCC)(CCCC)CCCC.[F-].[Cl:48][C:49]1[N:50]=[CH:51][C:52]2[CH:57]=[C:56]([CH:58]([O:62][CH2:63][CH3:64])[O:59][CH2:60][CH3:61])[N:55]([CH2:65][CH2:66][NH:67][C:68](=[O:74])[O:69][C:70]([CH3:73])([CH3:72])[CH3:71])[C:53]=2[N:54]=1. (3) Given the product [Cl:30][C:8]1[CH:9]=[C:10]([S:13][C:14]2[CH:19]=[C:18]([OH:20])[CH:17]=[C:16]([C:21]#[C:22][C:23]3[CH:24]=[CH:25][C:26]([Cl:29])=[CH:27][CH:28]=3)[CH:15]=2)[CH:11]=[CH:12][C:7]=1[O:6][CH2:5][C:4]([OH:31])=[O:3], predict the reactants needed to synthesize it. The reactants are: C([O:3][C:4](=[O:31])[CH2:5][O:6][C:7]1[CH:12]=[CH:11][C:10]([S:13][C:14]2[CH:19]=[C:18]([OH:20])[CH:17]=[C:16]([C:21]#[C:22][C:23]3[CH:28]=[CH:27][C:26]([Cl:29])=[CH:25][CH:24]=3)[CH:15]=2)=[CH:9][C:8]=1[Cl:30])C.[OH-].[Na+].Cl.